From a dataset of Forward reaction prediction with 1.9M reactions from USPTO patents (1976-2016). Predict the product of the given reaction. The product is: [CH:1]1([N:6]2[C:10]3[N:11]=[C:12]([CH2:16][N:17]([CH2:18][CH2:19][OH:20])[C:21](=[O:22])[O:23][C:24]([CH3:27])([CH3:26])[CH3:25])[NH:13][C:14](=[O:15])[C:9]=3[CH:8]=[N:7]2)[CH2:2][CH2:3][CH2:4][CH2:5]1. Given the reactants [CH:1]1([N:6]2[C:10]3[N:11]=[C:12]([CH2:16][NH:17][CH2:18][CH2:19][OH:20])[NH:13][C:14](=[O:15])[C:9]=3[CH:8]=[N:7]2)[CH2:5][CH2:4][CH2:3][CH2:2]1.[C:21](O[C:21]([O:23][C:24]([CH3:27])([CH3:26])[CH3:25])=[O:22])([O:23][C:24]([CH3:27])([CH3:26])[CH3:25])=[O:22].C(N(CC)CC)C, predict the reaction product.